Dataset: Forward reaction prediction with 1.9M reactions from USPTO patents (1976-2016). Task: Predict the product of the given reaction. (1) The product is: [C:1]([NH:5][C:6]1[N:11]=[C:10]([N:12]2[C:16]3[CH:17]=[C:18]([NH:21][C:41](=[O:44])[C:42]#[CH:43])[CH:19]=[CH:20][C:15]=3[N:14]=[CH:13]2)[CH:9]=[N:8][CH:7]=1)([CH3:4])([CH3:2])[CH3:3]. Given the reactants [C:1]([NH:5][C:6]1[N:11]=[C:10]([N:12]2[C:16]3[CH:17]=[C:18]([NH2:21])[CH:19]=[CH:20][C:15]=3[N:14]=[CH:13]2)[CH:9]=[N:8][CH:7]=1)([CH3:4])([CH3:3])[CH3:2].C(N(CC)CC)C.CCN=C=NCCCN(C)C.Cl.[C:41](O)(=[O:44])[C:42]#[CH:43], predict the reaction product. (2) Given the reactants Cl.[NH:2]1[CH2:7][CH2:6][CH2:5][CH:4]([O:8][C:9]2[N:14]=[CH:13][CH:12]=[CH:11][N:10]=2)[CH2:3]1.C(N(C(C)C)CC)(C)C.[Cl:24][C:25]1[CH:30]=[C:29]([Cl:31])[CH:28]=[CH:27][C:26]=1[CH2:32][N:33]=[C:34]=[O:35], predict the reaction product. The product is: [Cl:24][C:25]1[CH:30]=[C:29]([Cl:31])[CH:28]=[CH:27][C:26]=1[CH2:32][NH:33][C:34]([N:2]1[CH2:7][CH2:6][CH2:5][CH:4]([O:8][C:9]2[N:10]=[CH:11][CH:12]=[CH:13][N:14]=2)[CH2:3]1)=[O:35]. (3) Given the reactants [C:1]([C:5]1[CH:13]=[CH:12][C:8]([C:9]([OH:11])=O)=[CH:7][CH:6]=1)([CH3:4])([CH3:3])[CH3:2].C[O:15][C:16](=[O:35])[CH2:17][CH2:18][C:19]1[CH:24]=[CH:23][C:22]([O:25][C:26]2[CH:31]=[CH:30][CH:29]=[C:28]([CH2:32][NH2:33])[CH:27]=2)=[CH:21][C:20]=1[CH3:34], predict the reaction product. The product is: [C:1]([C:5]1[CH:6]=[CH:7][C:8]([C:9]([NH:33][CH2:32][C:28]2[CH:27]=[C:26]([CH:31]=[CH:30][CH:29]=2)[O:25][C:22]2[CH:23]=[CH:24][C:19]([CH2:18][CH2:17][C:16]([OH:35])=[O:15])=[C:20]([CH3:34])[CH:21]=2)=[O:11])=[CH:12][CH:13]=1)([CH3:2])([CH3:3])[CH3:4]. (4) Given the reactants CO[C:3](=O)[CH2:4][CH2:5][C@H:6]([NH2:37])[C:7](=[O:36])[NH:8][C:9]1[CH:10]=[C:11]2[C:16](=[CH:17][CH:18]=1)[N:15]=[CH:14][N:13]=[C:12]2[NH:19][C:20]1[CH:25]=[CH:24][C:23]([O:26][CH2:27][C:28]2[CH:33]=[CH:32][CH:31]=[C:30]([F:34])[CH:29]=2)=[C:22]([Cl:35])[CH:21]=1.ClC1C=C(NC2C3C(=CC=C(N)C=3)N=CN=2)C=CC=1OCC1C=CC=C(F)C=1, predict the reaction product. The product is: [Cl:35][C:22]1[CH:21]=[C:20]([NH:19][C:12]2[C:11]3[C:16](=[CH:17][CH:18]=[C:9]([NH:8][C:7]([CH:6]4[CH2:5][CH2:4][CH2:3][NH:37]4)=[O:36])[CH:10]=3)[N:15]=[CH:14][N:13]=2)[CH:25]=[CH:24][C:23]=1[O:26][CH2:27][C:28]1[CH:33]=[CH:32][CH:31]=[C:30]([F:34])[CH:29]=1.